From a dataset of Full USPTO retrosynthesis dataset with 1.9M reactions from patents (1976-2016). Predict the reactants needed to synthesize the given product. (1) Given the product [CH:35]1([CH2:34][S:31]([C:26]2[CH:27]=[CH:28][CH:29]=[CH:30][C:25]=2[C:6]2[CH:5]=[CH:4][C:3]([C:17]3[CH:22]=[N:21][C:20]([NH2:23])=[N:19][CH:18]=3)=[C:2]([F:1])[CH:7]=2)(=[O:32])=[O:33])[CH2:36][CH2:37]1, predict the reactants needed to synthesize it. The reactants are: [F:1][C:2]1[CH:7]=[C:6](B2OC(C)(C)C(C)(C)O2)[CH:5]=[CH:4][C:3]=1[C:17]1[CH:18]=[N:19][C:20]([NH2:23])=[N:21][CH:22]=1.Br[C:25]1[CH:30]=[CH:29][CH:28]=[CH:27][C:26]=1[S:31]([CH2:34][CH:35]1[CH2:37][CH2:36]1)(=[O:33])=[O:32]. (2) Given the product [OH:29][CH:28]([C:7]1[C:8]([C:22]2[CH:27]=[CH:26][CH:25]=[CH:24][CH:23]=2)=[N:9][N:10]2[C:15]([Si:16]([CH3:18])([CH3:19])[CH3:17])=[C:14]([O:20][CH3:21])[CH:13]=[CH:12][C:11]=12)[C:30]1[N:35]=[C:34]([C:36]([O:38][CH3:39])=[O:37])[CH:33]=[CH:32][CH:31]=1, predict the reactants needed to synthesize it. The reactants are: C([Li])CCC.Br[C:7]1[C:8]([C:22]2[CH:27]=[CH:26][CH:25]=[CH:24][CH:23]=2)=[N:9][N:10]2[C:15]([Si:16]([CH3:19])([CH3:18])[CH3:17])=[C:14]([O:20][CH3:21])[CH:13]=[CH:12][C:11]=12.[CH:28]([C:30]1[N:35]=[C:34]([C:36]([O:38][CH3:39])=[O:37])[CH:33]=[CH:32][CH:31]=1)=[O:29].[Cl-].[NH4+]. (3) The reactants are: [CH:1]1[CH:6]=[CH:5][CH:4]=[CH:3][CH:2]=1.C1(O)CCCCC1.[C:14]([O:17]CC)(=[O:16])[CH3:15]. Given the product [C:14]([O:17][CH:1]1[CH2:6][CH2:5][CH2:4][CH2:3][CH2:2]1)(=[O:16])[CH3:15], predict the reactants needed to synthesize it. (4) Given the product [Br:18][C:2]1[CH:11]=[CH:10][CH:9]=[C:8]2[C:3]=1[CH:4]=[CH:5][N:6]=[CH:7]2, predict the reactants needed to synthesize it. The reactants are: N[C:2]1[CH:11]=[CH:10][CH:9]=[C:8]2[C:3]=1[CH:4]=[CH:5][N:6]=[CH:7]2.N([O-])=O.[Na+].[NH4+].[OH-].[BrH:18]. (5) Given the product [CH3:30][O:29][CH:28]([O:31][CH3:32])[CH2:27][O:22][C:19]1[CH:20]=[CH:21][C:16]([C:14]2[O:15][C:11]3[CH:10]=[C:9]([C:8]4[CH:3]([CH2:1][CH3:2])[CH2:4][C:5](=[O:25])[NH:6][N:7]=4)[CH:24]=[CH:23][C:12]=3[N:13]=2)=[CH:17][CH:18]=1, predict the reactants needed to synthesize it. The reactants are: [CH2:1]([CH:3]1[C:8]([C:9]2[CH:24]=[CH:23][C:12]3[N:13]=[C:14]([C:16]4[CH:21]=[CH:20][C:19]([OH:22])=[CH:18][CH:17]=4)[O:15][C:11]=3[CH:10]=2)=[N:7][NH:6][C:5](=[O:25])[CH2:4]1)[CH3:2].Br[CH2:27][CH:28]([O:31][CH3:32])[O:29][CH3:30].C(=O)([O-])[O-].[K+].[K+].CN(C=O)C. (6) Given the product [OH:20][CH2:19][CH2:18][CH:17]([NH:16][C:8]([C:5]1[CH:4]=[C:3]([O:11][CH2:12][CH:13]2[CH2:15][CH2:14]2)[C:2]([Cl:1])=[CH:7][N:6]=1)=[O:10])[CH:21]([CH3:23])[CH3:22], predict the reactants needed to synthesize it. The reactants are: [Cl:1][C:2]1[C:3]([O:11][CH2:12][CH:13]2[CH2:15][CH2:14]2)=[CH:4][C:5]([C:8]([OH:10])=O)=[N:6][CH:7]=1.[NH2:16][CH:17]([CH:21]([CH3:23])[CH3:22])[CH2:18][CH2:19][OH:20]. (7) Given the product [CH2:24]([C:21]1[CH:22]=[CH:23][C:18]([C:8]2[C:7]([CH2:6][O:5][C:27]3[CH:32]=[CH:31][C:30]([CH2:33][CH2:34][C:35]([OH:37])=[O:36])=[C:29]([CH3:40])[C:28]=3[CH3:41])=[C:11]([C:12]3[CH:17]=[CH:16][CH:15]=[CH:14][CH:13]=3)[S:10][N:9]=2)=[CH:19][CH:20]=1)[CH3:25], predict the reactants needed to synthesize it. The reactants are: CS([O:5][CH2:6][C:7]1[C:8]([C:18]2[CH:23]=[CH:22][C:21]([CH2:24][CH3:25])=[CH:20][CH:19]=2)=[N:9][S:10][C:11]=1[C:12]1[CH:17]=[CH:16][CH:15]=[CH:14][CH:13]=1)(=O)=O.O[C:27]1[CH:32]=[CH:31][C:30]([CH2:33][CH2:34][C:35]([O:37]CC)=[O:36])=[C:29]([CH3:40])[C:28]=1[CH3:41].